From a dataset of Forward reaction prediction with 1.9M reactions from USPTO patents (1976-2016). Predict the product of the given reaction. (1) Given the reactants [F:1][C:2]1[CH:3]=[CH:4][C:5]([CH2:8][CH2:9][N:10]2[CH2:15][CH2:14][NH:13][C:12](=[O:16])[CH2:11]2)=[N:6][CH:7]=1.Br[C:18]1[CH:23]=[CH:22][C:21]2[C:24]3[CH2:25][N:26]([C:32]([O:34][C:35]([CH3:38])([CH3:37])[CH3:36])=[O:33])[CH2:27][CH2:28][CH2:29][C:30]=3[O:31][C:20]=2[CH:19]=1.C([O-])([O-])=O.[Cs+].[Cs+].CN[C@@H]1CCCC[C@H]1NC, predict the reaction product. The product is: [F:1][C:2]1[CH:3]=[CH:4][C:5]([CH2:8][CH2:9][N:10]2[CH2:15][CH2:14][N:13]([C:18]3[CH:23]=[CH:22][C:21]4[C:24]5[CH2:25][N:26]([C:32]([O:34][C:35]([CH3:38])([CH3:37])[CH3:36])=[O:33])[CH2:27][CH2:28][CH2:29][C:30]=5[O:31][C:20]=4[CH:19]=3)[C:12](=[O:16])[CH2:11]2)=[N:6][CH:7]=1. (2) The product is: [Cl:1][C:2]1[CH:21]=[CH:20][C:5]([CH2:6][N:7]2[C:12](=[O:24])[NH:11][C:10](=[O:15])[N:9]([CH:16]([CH3:18])[CH3:17])[C:8]2=[O:19])=[CH:4][CH:3]=1. Given the reactants [Cl:1][C:2]1[CH:21]=[CH:20][C:5]([CH2:6][N:7]2[C:12](SC)=[N:11][C:10](=[O:15])[N:9]([CH:16]([CH3:18])[CH3:17])[C:8]2=[O:19])=[CH:4][CH:3]=1.C(O)(=[O:24])C.OO, predict the reaction product. (3) Given the reactants [N+:1](/[CH:4]=[CH:5]/[C:6]1[CH:11]=[CH:10][CH:9]=[C:8]([N:12]2[CH2:17][CH2:16][CH2:15][CH2:14][CH2:13]2)[N:7]=1)([O-:3])=[O:2].[BH4-].[Na+], predict the reaction product. The product is: [N+:1]([CH2:4][CH2:5][C:6]1[CH:11]=[CH:10][CH:9]=[C:8]([N:12]2[CH2:17][CH2:16][CH2:15][CH2:14][CH2:13]2)[N:7]=1)([O-:3])=[O:2]. (4) Given the reactants C([O:4][CH2:5][CH2:6][O:7][C:8]1[C:13]2[CH2:14][C:15](=[CH:23][CH2:24][CH2:25][N:26]3[CH2:31][CH2:30][C:29]([C:33]4[CH:38]=[CH:37][C:36]([Cl:39])=[CH:35][CH:34]=4)([OH:32])[CH2:28][CH2:27]3)[C:16]3[C:17]([O:22][C:12]=2[CH:11]=[CH:10][CH:9]=1)=[N:18][CH:19]=[CH:20][CH:21]=3)(=O)C.[OH-].[Na+].O.C(OCC)(=O)C, predict the reaction product. The product is: [Cl:39][C:36]1[CH:37]=[CH:38][C:33]([C:29]2([OH:32])[CH2:28][CH2:27][N:26]([CH2:25][CH2:24][CH:23]=[C:15]3[C:16]4[C:17](=[N:18][CH:19]=[CH:20][CH:21]=4)[O:22][C:12]4[CH:11]=[CH:10][CH:9]=[C:8]([O:7][CH2:6][CH2:5][OH:4])[C:13]=4[CH2:14]3)[CH2:31][CH2:30]2)=[CH:34][CH:35]=1.